From a dataset of NCI-60 drug combinations with 297,098 pairs across 59 cell lines. Regression. Given two drug SMILES strings and cell line genomic features, predict the synergy score measuring deviation from expected non-interaction effect. (1) Drug 1: CCCCCOC(=O)NC1=NC(=O)N(C=C1F)C2C(C(C(O2)C)O)O. Drug 2: C1=NC(=NC(=O)N1C2C(C(C(O2)CO)O)O)N. Cell line: SF-295. Synergy scores: CSS=8.42, Synergy_ZIP=-4.12, Synergy_Bliss=-5.60, Synergy_Loewe=-23.7, Synergy_HSA=-5.24. (2) Drug 1: CC1OCC2C(O1)C(C(C(O2)OC3C4COC(=O)C4C(C5=CC6=C(C=C35)OCO6)C7=CC(=C(C(=C7)OC)O)OC)O)O. Drug 2: C1CC(CNC1)C2=CC=C(C=C2)N3C=C4C=CC=C(C4=N3)C(=O)N. Cell line: HCT116. Synergy scores: CSS=63.8, Synergy_ZIP=6.34, Synergy_Bliss=5.94, Synergy_Loewe=4.22, Synergy_HSA=10.2. (3) Drug 1: C1CCC(C1)C(CC#N)N2C=C(C=N2)C3=C4C=CNC4=NC=N3. Drug 2: COCCOC1=C(C=C2C(=C1)C(=NC=N2)NC3=CC=CC(=C3)C#C)OCCOC.Cl. Cell line: SW-620. Synergy scores: CSS=-1.04, Synergy_ZIP=-0.0548, Synergy_Bliss=-0.507, Synergy_Loewe=-4.26, Synergy_HSA=-4.19. (4) Drug 1: C1CCN(CC1)CCOC2=CC=C(C=C2)C(=O)C3=C(SC4=C3C=CC(=C4)O)C5=CC=C(C=C5)O. Drug 2: C1CN(CCN1C(=O)CCBr)C(=O)CCBr. Cell line: NCI-H522. Synergy scores: CSS=17.5, Synergy_ZIP=0.588, Synergy_Bliss=1.34, Synergy_Loewe=-0.222, Synergy_HSA=0.533. (5) Drug 1: C1=NNC2=C1C(=O)NC=N2. Drug 2: CCC1(C2=C(COC1=O)C(=O)N3CC4=CC5=C(C=CC(=C5CN(C)C)O)N=C4C3=C2)O.Cl. Cell line: OVCAR-8. Synergy scores: CSS=25.8, Synergy_ZIP=2.09, Synergy_Bliss=1.93, Synergy_Loewe=-31.8, Synergy_HSA=-2.22.